This data is from Reaction yield outcomes from USPTO patents with 853,638 reactions. The task is: Predict the reaction yield, written as a fraction of the theoretical maximum amount of product (1.0 means a 100% yield; for example, 0.34 means a 34% yield). (1) The reactants are Cl.[Br:2][C:3]1[CH:4]=[C:5]([NH:9][NH2:10])[CH:6]=[CH:7][CH:8]=1.[O-]CC.[Na+].[CH3:15][CH:16]([C:22](OCC)=[O:23])[C:17](OCC)=[O:18]. The catalyst is C(O)C. The product is [Br:2][C:3]1[CH:4]=[C:5]([N:9]2[C:22]([OH:23])=[C:16]([CH3:15])[C:17](=[O:18])[NH:10]2)[CH:6]=[CH:7][CH:8]=1. The yield is 0.104. (2) The reactants are [CH2:1]([N:8]=[C:9]=[O:10])[C:2]1[CH:7]=[CH:6][CH:5]=[CH:4][CH:3]=1.[CH2:11]([NH2:18])[C:12]1[CH:17]=[CH:16][CH:15]=[CH:14][CH:13]=1. The product is [CH2:1]([NH:8][C:9]([NH:18][CH2:11][C:12]1[CH:17]=[CH:16][CH:15]=[CH:14][CH:13]=1)=[O:10])[C:2]1[CH:7]=[CH:6][CH:5]=[CH:4][CH:3]=1. The yield is 1.00. The catalyst is C1COCC1.